The task is: Predict which catalyst facilitates the given reaction.. This data is from Catalyst prediction with 721,799 reactions and 888 catalyst types from USPTO. (1) Reactant: [CH:1]1([CH2:4][O:5][C:6]2[CH:14]=[CH:13][C:9]3[O:10][CH2:11][O:12][C:8]=3[C:7]=2[C:15]2[C:16]3[NH:23][C:22]([CH3:24])=[C:21]([C:25](O)=[O:26])[C:17]=3[N:18]=[CH:19][N:20]=2)[CH2:3][CH2:2]1.[B-](F)(F)(F)F.CCOC(C(C#N)=NOC(N(C)C)=[N+](C)C)=O.C1C=NC2N(O)N=NC=2C=1.CCN(C(C)C)C(C)C.FC(F)(F)C(O)=O.[NH2:76][C@H:77]([CH:107]([CH3:109])[CH3:108])[C:78]([N:80]1[CH2:85][CH2:84][CH:83]([N:86]2[N:95]=[C:94]([C:96]3[CH:101]=[CH:100][C:99]([O:102][CH3:103])=[C:98]([O:104][CH3:105])[CH:97]=3)[C@@H:93]3[C@@H:88]([CH2:89][CH2:90][CH2:91][CH2:92]3)[C:87]2=[O:106])[CH2:82][CH2:81]1)=[O:79]. Product: [CH:1]1([CH2:4][O:5][C:6]2[CH:14]=[CH:13][C:9]3[O:10][CH2:11][O:12][C:8]=3[C:7]=2[C:15]2[C:16]3[NH:23][C:22]([CH3:24])=[C:21]([C:25]([NH:76][C@H:77]([CH:107]([CH3:109])[CH3:108])[C:78]([N:80]4[CH2:81][CH2:82][CH:83]([N:86]5[N:95]=[C:94]([C:96]6[CH:101]=[CH:100][C:99]([O:102][CH3:103])=[C:98]([O:104][CH3:105])[CH:97]=6)[C@@H:93]6[C@@H:88]([CH2:89][CH2:90][CH2:91][CH2:92]6)[C:87]5=[O:106])[CH2:84][CH2:85]4)=[O:79])=[O:26])[C:17]=3[N:18]=[CH:19][N:20]=2)[CH2:2][CH2:3]1. The catalyst class is: 3. (2) Reactant: [OH:1]/[CH:2]=[C:3](/[CH2:8][N:9]1[C:17]2[C:12](=[CH:13][CH:14]=[CH:15][CH:16]=2)[CH:11]=[CH:10]1)\[C:4](OC)=O.[NH2:18][C:19]([NH2:21])=[S:20]. Product: [N:9]1([CH2:8][C:3]2[C:2](=[O:1])[NH:18][C:19](=[S:20])[NH:21][CH:4]=2)[C:17]2[C:12](=[CH:13][CH:14]=[CH:15][CH:16]=2)[CH:11]=[CH:10]1. The catalyst class is: 5. (3) Reactant: [F:1][C:2]1[CH:11]=[C:10]([C:12]#[C:13][C:14]([CH3:17])([CH3:16])[CH3:15])[CH:9]=[C:8]([F:18])[C:3]=1[C:4]([O:6]C)=[O:5].[OH-].[Li+].CO. Product: [CH3:15][C:14]([CH3:17])([CH3:16])[C:13]#[C:12][C:10]1[CH:9]=[C:8]([F:18])[C:3]([C:4]([OH:6])=[O:5])=[C:2]([F:1])[CH:11]=1. The catalyst class is: 6.